This data is from Catalyst prediction with 721,799 reactions and 888 catalyst types from USPTO. The task is: Predict which catalyst facilitates the given reaction. (1) Product: [CH2:1]([N:3]1[C:7]([O:8][C:9]2[C:10]([NH:22][C:23]3[S:27][N:26]=[C:25]([C@H:28]([OH:29])[C:32]([CH3:34])([OH:31])[CH3:33])[N:24]=3)=[N:11][CH:12]=[C:13]([S:15][C:16]3[CH:21]=[CH:20][CH:19]=[CH:18][N:17]=3)[CH:14]=2)=[CH:6][CH:5]=[N:4]1)[CH3:2]. Reactant: [CH2:1]([N:3]1[C:7]([O:8][C:9]2[C:10]([NH:22][C:23]3[S:27][N:26]=[C:25]([C@H:28]4[C:32]([CH3:34])([CH3:33])[O:31]C(C)(C)[O:29]4)[N:24]=3)=[N:11][CH:12]=[C:13]([S:15][C:16]3[CH:21]=[CH:20][CH:19]=[CH:18][N:17]=3)[CH:14]=2)=[CH:6][CH:5]=[N:4]1)[CH3:2].O.Cl. The catalyst class is: 14. (2) Reactant: [Cl:1][C:2]1[CH:3]=[C:4]2[C:9](=[CH:10][C:11]=1[C:12]([OH:14])=O)[N:8]=[CH:7][N:6]=[C:5]2[NH:15][CH:16]([C:18]1[NH:22][C:21]2[CH:23]=[CH:24][C:25]([Cl:27])=[CH:26][C:20]=2[N:19]=1)[CH3:17].FC1C(OC(N(C)C)=[N+](C)C)=C(F)C(F)=C(F)C=1F.F[P-](F)(F)(F)(F)F.C(N(C(C)C)CC)(C)C.[CH3:63][O:64][CH2:65][C@H:66]1[CH2:70][CH2:69][CH2:68][NH:67]1. Product: [Cl:1][C:2]1[CH:3]=[C:4]2[C:9](=[CH:10][C:11]=1[C:12]([N:67]1[CH2:68][CH2:69][CH2:70][C@@H:66]1[CH2:65][O:64][CH3:63])=[O:14])[N:8]=[CH:7][N:6]=[C:5]2[NH:15][CH:16]([C:18]1[NH:22][C:21]2[CH:23]=[CH:24][C:25]([Cl:27])=[CH:26][C:20]=2[N:19]=1)[CH3:17]. The catalyst class is: 16. (3) Reactant: Br[C:2]1[N:7]=[C:6]([O:8][C@@H:9]([C@H:11]2[CH2:15][NH:14][C:13](=[O:16])[CH2:12]2)[CH3:10])[C:5]2[N:17]([CH:20]3[CH2:22][CH2:21]3)[CH:18]=[N:19][C:4]=2[CH:3]=1.CC1(C)C(C)(C)OB([C:31]2[CH:36]=[CH:35][N:34]=[CH:33][CH:32]=2)O1.C(=O)([O-])[O-].[Na+].[Na+]. Product: [CH:20]1([N:17]2[C:5]3[C:6]([O:8][C@@H:9]([C@H:11]4[CH2:15][NH:14][C:13](=[O:16])[CH2:12]4)[CH3:10])=[N:7][C:2]([C:31]4[CH:36]=[CH:35][N:34]=[CH:33][CH:32]=4)=[CH:3][C:4]=3[N:19]=[CH:18]2)[CH2:22][CH2:21]1. The catalyst class is: 70. (4) Reactant: [Cl:1][C:2]1[CH:11]=[C:10]([C:12](=O)[CH3:13])[C:9]([N:15]2[CH2:20][CH2:19][N:18]([CH:21]3[CH2:23][CH2:22]3)[CH2:17][CH2:16]2)=[C:8]2[C:3]=1[CH:4]=[CH:5][CH:6]=[N:7]2.C([O-])(=O)C.[NH4+].C([BH3-])#[N:30].[Na+].O1CCCC1. Product: [Cl:1][C:2]1[CH:11]=[C:10]([CH:12]([NH2:30])[CH3:13])[C:9]([N:15]2[CH2:20][CH2:19][N:18]([CH:21]3[CH2:23][CH2:22]3)[CH2:17][CH2:16]2)=[C:8]2[C:3]=1[CH:4]=[CH:5][CH:6]=[N:7]2. The catalyst class is: 449. (5) Product: [Cl:1][C:2]1[N:3]=[C:4]([NH:22][C:23]2[CH:31]=[C:30]3[C:26]([CH:27]=[N:28][NH:29]3)=[CH:25][CH:24]=2)[C:5]2[C:10]([CH:32]=[CH2:33])=[CH:9][N:8]([S:12]([C:15]3[CH:21]=[CH:20][C:18]([CH3:19])=[CH:17][CH:16]=3)(=[O:14])=[O:13])[C:6]=2[N:7]=1. The catalyst class is: 427. Reactant: [Cl:1][C:2]1[N:3]=[C:4]([NH:22][C:23]2[CH:31]=[C:30]3[C:26]([CH:27]=[N:28][NH:29]3)=[CH:25][CH:24]=2)[C:5]2[C:10](I)=[CH:9][N:8]([S:12]([C:15]3[CH:21]=[CH:20][C:18]([CH3:19])=[CH:17][CH:16]=3)(=[O:14])=[O:13])[C:6]=2[N:7]=1.[CH:32]([Sn](C=C)(C=C)C=C)=[CH2:33]. (6) The catalyst class is: 7. Reactant: C[O:2][C:3](=[O:27])[CH2:4][O:5][C:6]1[CH:15]=[C:14]([CH3:16])[CH:13]=[C:12]2[C:7]=1[C:8]([CH3:26])=[C:9]([CH2:18][C:19]1[CH:24]=[CH:23][C:22]([Cl:25])=[CH:21][CH:20]=1)[C:10]([CH3:17])=[N:11]2.C(#N)C.[OH-].[Li+]. Product: [Cl:25][C:22]1[CH:21]=[CH:20][C:19]([CH2:18][C:9]2[C:10]([CH3:17])=[N:11][C:12]3[C:7]([C:8]=2[CH3:26])=[C:6]([O:5][CH2:4][C:3]([OH:27])=[O:2])[CH:15]=[C:14]([CH3:16])[CH:13]=3)=[CH:24][CH:23]=1. (7) The catalyst class is: 1. Product: [Cl:1][C:2]1[CH:7]=[CH:6][C:5]([C:8]2([C:13](=[S:25])[NH2:15])[CH2:12][CH2:11][O:10][CH2:9]2)=[CH:4][CH:3]=1. Reactant: [Cl:1][C:2]1[CH:7]=[CH:6][C:5]([C:8]2([C:13]([NH2:15])=O)[CH2:12][CH2:11][O:10][CH2:9]2)=[CH:4][CH:3]=1.COC1C=CC(P2(=S)SP(=S)(C3C=CC(OC)=CC=3)[S:25]2)=CC=1.